Task: Predict the product of the given reaction.. Dataset: Forward reaction prediction with 1.9M reactions from USPTO patents (1976-2016) (1) Given the reactants [C:1]([O:5][C:6]([N:8]1[C:12]2[CH:13]=[C:14]([CH2:16]OS(C)(=O)=O)[S:15][C:11]=2[C:10]([I:22])=[N:9]1)=[O:7])([CH3:4])([CH3:3])[CH3:2].C(N(CC)CC)C.[NH:30]1[CH2:35][CH2:34][CH2:33][CH2:32][CH2:31]1, predict the reaction product. The product is: [C:1]([O:5][C:6]([N:8]1[C:12]2[CH:13]=[C:14]([CH2:16][N:30]3[CH2:35][CH2:34][CH2:33][CH2:32][CH2:31]3)[S:15][C:11]=2[C:10]([I:22])=[N:9]1)=[O:7])([CH3:4])([CH3:3])[CH3:2]. (2) Given the reactants [Cl:1][C:2]1[CH:3]=[C:4]2[C:8](=[CH:9][CH:10]=1)[NH:7][CH:6]=[C:5]2[C:11]1[O:12][CH:13]=[C:14]([C:16]([O:18][CH2:19][CH3:20])=[O:17])[N:15]=1.C(=O)([O-])[O-].[K+].[K+].Br[CH2:28][CH:29]1[CH2:31][CH2:30]1, predict the reaction product. The product is: [Cl:1][C:2]1[CH:3]=[C:4]2[C:8](=[CH:9][CH:10]=1)[N:7]([CH2:28][CH:29]1[CH2:31][CH2:30]1)[CH:6]=[C:5]2[C:11]1[O:12][CH:13]=[C:14]([C:16]([O:18][CH2:19][CH3:20])=[O:17])[N:15]=1. (3) Given the reactants [C:1]([C:5]1[CH:9]=[C:8]([NH:10][C:11](=[O:19])OC2C=CC=CC=2)[N:7]([CH3:20])[N:6]=1)([CH3:4])([CH3:3])[CH3:2].[CH3:21][O:22][C:23]1[CH:24]=[C:25]2[C:30](=[CH:31][C:32]=1[O:33][CH2:34][CH2:35][O:36][CH3:37])[N:29]=[CH:28][N:27]=[C:26]2[O:38][C:39]1[CH:40]=[C:41]([CH:43]=[CH:44][CH:45]=1)[NH2:42].C(N(C(C)C)CC)(C)C, predict the reaction product. The product is: [C:1]([C:5]1[CH:9]=[C:8]([NH:10][C:11]([NH:42][C:41]2[CH:43]=[CH:44][CH:45]=[C:39]([O:38][C:26]3[C:25]4[C:30](=[CH:31][C:32]([O:33][CH2:34][CH2:35][O:36][CH3:37])=[C:23]([O:22][CH3:21])[CH:24]=4)[N:29]=[CH:28][N:27]=3)[CH:40]=2)=[O:19])[N:7]([CH3:20])[N:6]=1)([CH3:2])([CH3:3])[CH3:4]. (4) Given the reactants [OH:1][CH2:2][C:3]1[CH:11]=[CH:10][C:6]([C:7]([OH:9])=O)=[CH:5][CH:4]=1.C(Cl)CCl.C1C=C2N=NN(O)C2=CC=1.O.[Cl:27][C:28]1[CH:29]=[C:30]([CH:35]=[CH:36][C:37]=1[O:38][CH:39]([CH3:41])[CH3:40])/[C:31](=[N:33]/O)/[NH2:32], predict the reaction product. The product is: [Cl:27][C:28]1[CH:29]=[C:30]([C:31]2[N:33]=[C:7]([C:6]3[CH:5]=[CH:4][C:3]([CH2:2][OH:1])=[CH:11][CH:10]=3)[O:9][N:32]=2)[CH:35]=[CH:36][C:37]=1[O:38][CH:39]([CH3:41])[CH3:40]. (5) Given the reactants [CH3:1][N:2]1[CH:6]=[CH:5][N:4]=[N:3]1.[Li]CCCC.[Sn:12](Cl)([CH2:21][CH2:22][CH2:23][CH3:24])([CH2:17][CH2:18][CH2:19][CH3:20])[CH2:13][CH2:14][CH2:15][CH3:16], predict the reaction product. The product is: [CH3:1][N:2]1[C:6]([Sn:12]([CH2:17][CH2:18][CH2:19][CH3:20])([CH2:21][CH2:22][CH2:23][CH3:24])[CH2:13][CH2:14][CH2:15][CH3:16])=[CH:5][N:4]=[N:3]1.